From a dataset of Blood-brain barrier permeability classification from the B3DB database. Regression/Classification. Given a drug SMILES string, predict its absorption, distribution, metabolism, or excretion properties. Task type varies by dataset: regression for continuous measurements (e.g., permeability, clearance, half-life) or binary classification for categorical outcomes (e.g., BBB penetration, CYP inhibition). Dataset: b3db_classification. (1) The compound is CC1(C)S[C@@H]2[C@H](N3C(=O)[C@@H](c4ccccc4)NC3(C)C)C(=O)N2[C@H]1C(=O)O. The result is 0 (does not penetrate BBB). (2) The drug is CCOc1ccc(CCCNC(=O)[C@@H](C)SCc2ccccc2)cc1. The result is 0 (does not penetrate BBB). (3) The result is 1 (penetrates BBB). The compound is O=c1n(CCCN2CCN(c3cccc(Cl)c3)CC2)nc2ccccn12. (4) The molecule is CNC(=O)c1cc(Oc2ccc(NC(=O)Nc3ccc(Cl)c(C(F)(F)F)c3)c(F)c2)ccn1. The result is 0 (does not penetrate BBB). (5) The compound is Cc1[nH]c(=O)c(C#N)cc1-c1ccncc1. The result is 0 (does not penetrate BBB). (6) The molecule is Cc1ccc(C2(O)CCN(CCCC(=O)c3ccc(F)cc3)CC2)cc1. The result is 1 (penetrates BBB).